The task is: Predict the reactants needed to synthesize the given product.. This data is from Full USPTO retrosynthesis dataset with 1.9M reactions from patents (1976-2016). (1) Given the product [CH3:1][O:2][C:3]1[N:8]=[C:7]2[C:9]([C:13]3[NH:29][C:16]4=[N:17][CH:18]=[CH:19][C:20]([CH2:21][O:22][C:23]5[CH:24]=[CH:25][CH:26]=[CH:27][CH:28]=5)=[C:15]4[CH:14]=3)=[CH:10][N:11]([CH3:12])[C:6]2=[CH:5][C:4]=1[O:40][CH3:41], predict the reactants needed to synthesize it. The reactants are: [CH3:1][O:2][C:3]1[N:8]=[C:7]2[C:9]([C:13]3[N:29](S(C4C=CC(C)=CC=4)(=O)=O)[C:16]4=[N:17][CH:18]=[CH:19][C:20]([CH2:21][O:22][C:23]5[CH:28]=[CH:27][CH:26]=[CH:25][CH:24]=5)=[C:15]4[CH:14]=3)=[CH:10][N:11]([CH3:12])[C:6]2=[CH:5][C:4]=1[O:40][CH3:41].[OH-].[K+]. (2) Given the product [C:19]([C:15]1[C:16]([O:17][CH3:18])=[C:11]([C:9]2[CH:8]=[CH:7][C:5]3[N:6]=[C:2]([NH:1][C:31](=[O:33])[CH3:32])[S:3][C:4]=3[CH:10]=2)[CH:12]=[C:13]([N:23]2[CH:28]=[CH:27][C:26](=[O:29])[NH:25][C:24]2=[O:30])[CH:14]=1)([CH3:22])([CH3:21])[CH3:20], predict the reactants needed to synthesize it. The reactants are: [NH2:1][C:2]1[S:3][C:4]2[CH:10]=[C:9]([C:11]3[CH:12]=[C:13]([N:23]4[CH:28]=[CH:27][C:26](=[O:29])[NH:25][C:24]4=[O:30])[CH:14]=[C:15]([C:19]([CH3:22])([CH3:21])[CH3:20])[C:16]=3[O:17][CH3:18])[CH:8]=[CH:7][C:5]=2[N:6]=1.[C:31](OC(=O)C)(=[O:33])[CH3:32]. (3) Given the product [NH2:46][C@@H:42]1[CH2:43][CH2:44][CH2:45][N:40]([C@@H:32]2[CH2:33][C:34]3=[N:35][CH:36]=[CH:37][CH:38]=[C:39]3[C@H:31]2[O:10][C:9]2[CH:8]=[CH:7][C:4]([C:5]#[N:6])=[CH:3][C:2]=2[Cl:1])[CH2:41]1, predict the reactants needed to synthesize it. The reactants are: [Cl:1][C:2]1[CH:3]=[C:4]([CH:7]=[CH:8][C:9]=1[OH:10])[C:5]#[N:6].C1C=CC(P(C2C=CC=CC=2)C2C=CC=CC=2)=CC=1.O[C@H:31]1[CH2:39][C:34]2=[N:35][CH:36]=[CH:37][CH:38]=[C:33]2[C@@H:32]1[N:40]1[CH2:45][CH2:44][CH2:43][C@@H:42]([NH:46]C(=O)OC(C)(C)C)[CH2:41]1.N(C(OC(C)C)=O)=NC(OC(C)C)=O.